This data is from Peptide-MHC class I binding affinity with 185,985 pairs from IEDB/IMGT. The task is: Regression. Given a peptide amino acid sequence and an MHC pseudo amino acid sequence, predict their binding affinity value. This is MHC class I binding data. The peptide sequence is ASAHVRQSEY. The MHC is HLA-A01:01 with pseudo-sequence HLA-A01:01. The binding affinity (normalized) is 0.860.